This data is from Forward reaction prediction with 1.9M reactions from USPTO patents (1976-2016). The task is: Predict the product of the given reaction. (1) Given the reactants Cl[C:2]1[CH:7]=[CH:6][N:5]=[C:4]2[CH:8]=[C:9]([C:11]3[N:12]([CH3:16])[CH:13]=[CH:14][N:15]=3)[S:10][C:3]=12.[CH3:17][NH:18][C:19]([C:21]1[C:29]2[C:24](=[CH:25][C:26]([OH:30])=[CH:27][CH:28]=2)[N:23]([CH3:31])[C:22]=1[CH3:32])=[O:20].C([O-])([O-])=O.[Cs+].[Cs+], predict the reaction product. The product is: [CH3:17][NH:18][C:19]([C:21]1[C:29]2[C:24](=[CH:25][C:26]([O:30][C:2]3[CH:7]=[CH:6][N:5]=[C:4]4[CH:8]=[C:9]([C:11]5[N:12]([CH3:16])[CH:13]=[CH:14][N:15]=5)[S:10][C:3]=34)=[CH:27][CH:28]=2)[N:23]([CH3:31])[C:22]=1[CH3:32])=[O:20]. (2) Given the reactants C(N)(C)(C)C.[Br:6]N1C(=O)CCC1=O.[CH3:14][C:15]1[CH:24]=[CH:23][C:22]2[C:17](=[C:18]([OH:25])[CH:19]=[CH:20][CH:21]=2)[N:16]=1, predict the reaction product. The product is: [Br:6][C:19]1[C:18]([OH:25])=[C:17]2[C:22]([CH:23]=[CH:24][C:15]([CH3:14])=[N:16]2)=[CH:21][CH:20]=1. (3) Given the reactants [Cl:1][C:2]1[S:6][C:5]([C:7]([OH:9])=[O:8])=[CH:4][CH:3]=1.OS(O)(=O)=O.[CH3:15]O, predict the reaction product. The product is: [Cl:1][C:2]1[S:6][C:5]([C:7]([O:9][CH3:15])=[O:8])=[CH:4][CH:3]=1. (4) Given the reactants ClC1C(OCC(C)C)=NC=C(B2OC(C)(C)C(C)(C)[O:9]2)C=1.[Cl:22][C:23]1[C:24]([O:38][CH2:39][C:40]([F:43])([F:42])[F:41])=[N:25][CH:26]=[C:27](B2OC(C)(C)C(C)(C)O2)[CH:28]=1, predict the reaction product. The product is: [Cl:22][C:23]1[CH:28]=[C:27]([OH:9])[CH:26]=[N:25][C:24]=1[O:38][CH2:39][C:40]([F:43])([F:42])[F:41]. (5) Given the reactants [NH2:1][C:2]1[C:10]2[C:5](=[N:6][C:7]([CH3:15])=[CH:8][C:9]=2[C:11]([F:14])([F:13])[F:12])[S:4][C:3]=1[C:16]([OH:18])=O.CN(C(ON1N=NC2C=CC=NC1=2)=[N+](C)C)C.F[P-](F)(F)(F)(F)F.CCN(C(C)C)C(C)C.[F:52][C:53]1[CH:61]=[CH:60][C:56]([CH2:57][CH2:58][NH2:59])=[CH:55][CH:54]=1, predict the reaction product. The product is: [NH2:1][C:2]1[C:10]2[C:5](=[N:6][C:7]([CH3:15])=[CH:8][C:9]=2[C:11]([F:12])([F:13])[F:14])[S:4][C:3]=1[C:16]([NH:59][CH2:58][CH2:57][C:56]1[CH:60]=[CH:61][C:53]([F:52])=[CH:54][CH:55]=1)=[O:18]. (6) Given the reactants C1(P(C2C=CC=CC=2)C2C=CC=CC=2)C=CC=CC=1.O[C@H:21]1[CH2:26][C@@H:25]([CH3:27])[S:24](=[O:29])(=[O:28])[C:23]2[S:30][CH:31]=[CH:32][C:22]1=2.[CH2:33]([NH:35][S:36]([C:39]1[CH:44]=[CH:43][CH:42]=[CH:41][C:40]=1[N+:45]([O-:47])=[O:46])(=[O:38])=[O:37])[CH3:34], predict the reaction product. The product is: [CH2:33]([N:35]([C@H:21]1[CH2:26][C@H:25]([CH3:27])[S:24](=[O:29])(=[O:28])[C:23]2[S:30][CH:31]=[CH:32][C:22]1=2)[S:36]([C:39]1[CH:44]=[CH:43][CH:42]=[CH:41][C:40]=1[N+:45]([O-:47])=[O:46])(=[O:37])=[O:38])[CH3:34]. (7) Given the reactants [CH3:1][N:2]1[CH2:7][CH2:6][C:5](=[O:8])[CH2:4][CH2:3]1.[N:9]1[CH:14]=[CH:13][C:12](C=O)=[CH:11][CH:10]=1.[OH-].[Na+], predict the reaction product. The product is: [N:2]1[CH:3]=[CH:4][C:5](=[C:4]2[C:5](=[O:8])[C:6](=[C:12]3[CH:11]=[CH:10][N:9]=[CH:14][CH2:13]3)[CH2:7][N:2]([CH3:1])[CH2:3]2)[CH2:6][CH:7]=1.